The task is: Predict the reactants needed to synthesize the given product.. This data is from Full USPTO retrosynthesis dataset with 1.9M reactions from patents (1976-2016). (1) Given the product [F:20][CH:19]([F:21])[O:1][C:2]1[CH:11]=[C:10]2[C:5]([C:6](=[O:17])[CH:7]=[C:8]([C:12]([O:14][CH2:15][CH3:16])=[O:13])[O:9]2)=[CH:4][CH:3]=1, predict the reactants needed to synthesize it. The reactants are: [OH:1][C:2]1[CH:11]=[C:10]2[C:5]([C:6](=[O:17])[CH:7]=[C:8]([C:12]([O:14][CH2:15][CH3:16])=[O:13])[O:9]2)=[CH:4][CH:3]=1.Cl[CH:19]([F:21])[F:20].C([O-])([O-])=O.[K+].[K+]. (2) The reactants are: C(OC(C)(C)C)=O.C(O)(=O)CCC(O)=O.ClC1C=CC2CCNCCC=2C=1SC(C#N)(C)C.[C:34]([O:38][C:39]([N:41]1[CH2:47][CH2:46][C:45]2[C:48]([S:53][C:54]([C:57]#[N:58])(C)[CH3:55])=[C:49]([Cl:52])[CH:50]=[CH:51][C:44]=2[CH2:43][CH2:42]1)=[O:40])([CH3:37])([CH3:36])[CH3:35]. Given the product [C:34]([O:38][C:39]([N:41]1[CH2:47][CH2:46][C:45]2[C:48]([S:53][CH:54]([C:57]#[N:58])[CH3:55])=[C:49]([Cl:52])[CH:50]=[CH:51][C:44]=2[CH2:43][CH2:42]1)=[O:40])([CH3:36])([CH3:35])[CH3:37], predict the reactants needed to synthesize it. (3) Given the product [OH:5][NH:6][C:7](=[O:51])[CH2:8][CH2:9][CH2:10][CH2:11][CH2:12][CH2:13][C:14]([NH:16][C:17]1[CH:18]=[CH:19][C:20]([C:23]([OH:50])([C:24](=[O:36])[NH:25][C:26]2[CH:27]=[CH:28][CH:29]=[C:30]3[C:35]=2[N:34]=[CH:33][CH:32]=[CH:31]3)[C:37](=[O:49])[NH:38][C:39]2[CH:40]=[CH:41][CH:42]=[C:43]3[C:48]=2[N:47]=[CH:46][CH:45]=[CH:44]3)=[CH:21][CH:22]=1)=[O:15], predict the reactants needed to synthesize it. The reactants are: C([O:5][NH:6][C:7](=[O:51])[CH2:8][CH2:9][CH2:10][CH2:11][CH2:12][CH2:13][C:14]([NH:16][C:17]1[CH:22]=[CH:21][C:20]([C:23]([OH:50])([C:37](=[O:49])[NH:38][C:39]2[CH:40]=[CH:41][CH:42]=[C:43]3[C:48]=2[N:47]=[CH:46][CH:45]=[CH:44]3)[C:24](=[O:36])[NH:25][C:26]2[CH:27]=[CH:28][CH:29]=[C:30]3[C:35]=2[N:34]=[CH:33][CH:32]=[CH:31]3)=[CH:19][CH:18]=1)=[O:15])(C)(C)C.FC(F)(F)C(O)=O. (4) Given the product [CH3:24][N:15]1[C:10]2[NH:11][CH2:12][CH2:13][S:14][CH:8]([C:7]3[CH:6]=[CH:5][C:4]([O:25][CH2:32][C:28]4[CH:27]=[N:26][CH:31]=[CH:30][CH:29]=4)=[CH:3][C:2]=3[CH3:1])[C:9]=2[C:17]([C:18]2[CH:23]=[CH:22][CH:21]=[CH:20][N:19]=2)=[N:16]1, predict the reactants needed to synthesize it. The reactants are: [CH3:1][C:2]1[CH:3]=[C:4]([OH:25])[CH:5]=[CH:6][C:7]=1[CH:8]1[S:14][CH2:13][CH2:12][NH:11][C:10]2[N:15]([CH3:24])[N:16]=[C:17]([C:18]3[CH:23]=[CH:22][CH:21]=[CH:20][N:19]=3)[C:9]1=2.[N:26]1[CH:31]=[CH:30][CH:29]=[C:28]([CH2:32]O)[CH:27]=1.C1(P(C2C=CC=CC=2)C2C=CC=CC=2)C=CC=CC=1.N(C(OC(C)C)=O)=NC(OC(C)C)=O. (5) Given the product [C:25]([O:29][C:30](=[O:31])[NH:32][C:33]1([C:38]([N:11]2[CH2:12][CH:13]([C:15]3[CH:16]=[CH:17][C:18]([C:21]([F:23])([F:22])[F:24])=[CH:19][CH:20]=3)[CH2:14][CH:9]([C:7]3[O:6][N:5]=[C:4]([CH:1]4[CH2:2][CH2:3]4)[N:8]=3)[CH2:10]2)=[O:39])[CH2:37][CH2:36][CH2:35][CH2:34]1)([CH3:28])([CH3:26])[CH3:27], predict the reactants needed to synthesize it. The reactants are: [CH:1]1([C:4]2[N:8]=[C:7]([CH:9]3[CH2:14][CH:13]([C:15]4[CH:20]=[CH:19][C:18]([C:21]([F:24])([F:23])[F:22])=[CH:17][CH:16]=4)[CH2:12][NH:11][CH2:10]3)[O:6][N:5]=2)[CH2:3][CH2:2]1.[C:25]([O:29][C:30]([NH:32][C:33]1([C:38](O)=[O:39])[CH2:37][CH2:36][CH2:35][CH2:34]1)=[O:31])([CH3:28])([CH3:27])[CH3:26]. (6) Given the product [ClH:1].[ClH:1].[NH2:2][C:3]1[S:4][C:5]([C:16]2[CH:21]=[CH:20][N:19]=[C:18]([NH:22][CH2:23][C:24]3[CH:29]=[CH:28][CH:27]=[CH:26][CH:25]=3)[CH:17]=2)=[C:6]([C:8]2[CH:13]=[C:12]([CH3:14])[CH:11]=[C:10]([CH3:15])[CH:9]=2)[N:7]=1, predict the reactants needed to synthesize it. The reactants are: [ClH:1].[NH2:2][C:3]1[S:4][C:5]([C:16]2[CH:21]=[CH:20][N:19]=[C:18]([NH:22][CH2:23][C:24]3[CH:29]=[CH:28][CH:27]=[CH:26][CH:25]=3)[CH:17]=2)=[C:6]([C:8]2[CH:13]=[C:12]([CH3:14])[CH:11]=[C:10]([CH3:15])[CH:9]=2)[N:7]=1. (7) Given the product [CH3:29][C:2]1([CH3:1])[CH2:6][O:5][C:4](=[O:7])[N:3]1[C:8]1[CH:13]=[CH:12][N:11]=[C:10]([NH:14][C@H:15]([C:17]2[CH:22]=[CH:21][C:20]([N:23]3[CH2:28][CH2:27][CH2:26][CH2:25][CH2:24]3)=[CH:19][CH:18]=2)[CH3:16])[N:9]=1.[CH3:29][C:2]1([CH3:1])[CH2:6][O:5][C:4](=[O:7])[N:3]1[C:8]1[CH:13]=[CH:12][N:11]=[C:10]([NH:14][C@@H:15]([C:17]2[CH:22]=[CH:21][C:20]([N:23]3[CH2:28][CH2:27][CH2:26][CH2:25][CH2:24]3)=[CH:19][CH:18]=2)[CH3:16])[N:9]=1, predict the reactants needed to synthesize it. The reactants are: [CH3:1][C:2]1([CH3:29])[CH2:6][O:5][C:4](=[O:7])[N:3]1[C:8]1[CH:13]=[CH:12][N:11]=[C:10]([NH:14][CH:15]([C:17]2[CH:22]=[CH:21][C:20]([N:23]3[CH2:28][CH2:27][CH2:26][CH2:25][CH2:24]3)=[CH:19][CH:18]=2)[CH3:16])[N:9]=1.CO. (8) Given the product [CH2:13]([N:17]1[C:23]([OH:26])=[C:24](/[N:8]=[N:1]/[C:2]2[CH:3]=[N:4][CH:5]=[CH:6][CH:7]=2)[C:15](=[O:22])[N:16]1[CH2:20][CH3:21])[CH3:14], predict the reactants needed to synthesize it. The reactants are: [NH2:1][C:2]1[CH:3]=[N:4][CH:5]=[CH:6][CH:7]=1.[N:8]([O-])=O.[Na+].N[C:13]1[N:17](CC)[N:16]([CH2:20][CH3:21])[C:15](=[O:22])[CH:14]=1.[C:23]([O-:26])(=O)[CH3:24].[Na+].